This data is from Catalyst prediction with 721,799 reactions and 888 catalyst types from USPTO. The task is: Predict which catalyst facilitates the given reaction. (1) Reactant: C(N(CC)CC)C.[CH2:8]([O:15][C:16](=[O:25])[NH:17][C:18]1([CH3:24])[CH2:23][CH2:22][NH:21][CH2:20][CH2:19]1)[C:9]1[CH:14]=[CH:13][CH:12]=[CH:11][CH:10]=1.Cl[C:27](=[O:33])[C:28]([O:30][CH2:31][CH3:32])=[O:29]. Product: [CH2:31]([O:30][C:28](=[O:29])[C:27]([N:21]1[CH2:22][CH2:23][C:18]([NH:17][C:16]([O:15][CH2:8][C:9]2[CH:14]=[CH:13][CH:12]=[CH:11][CH:10]=2)=[O:25])([CH3:24])[CH2:19][CH2:20]1)=[O:33])[CH3:32]. The catalyst class is: 599. (2) Reactant: O1CCCCC1[O:7][CH2:8][CH2:9][N:10]1[CH:14]=[C:13]([C:15]2[N:20]=[C:19]3[N:21]([CH:24]([C:26]4[CH:27]=[C:28]5[C:33](=[CH:34][CH:35]=4)[N:32]=[CH:31][CH:30]=[CH:29]5)[CH3:25])[N:22]=[N:23][C:18]3=[CH:17][CH:16]=2)[CH:12]=[N:11]1.C12(CS(O)(=O)=O)C(C)(C)C(CC1)CC2=O.CO. Product: [N:32]1[C:33]2[C:28](=[CH:27][C:26]([CH:24]([N:21]3[C:19]4=[N:20][C:15]([C:13]5[CH:12]=[N:11][N:10]([CH2:9][CH2:8][OH:7])[CH:14]=5)=[CH:16][CH:17]=[C:18]4[N:23]=[N:22]3)[CH3:25])=[CH:35][CH:34]=2)[CH:29]=[CH:30][CH:31]=1. The catalyst class is: 6. (3) Reactant: [CH3:1][N:2]1[CH2:6][C@@H:5]2[N:7]([C@@H](C3C=CC=CC=3)C)[CH2:8][CH2:9][C@@H:4]2[CH2:3]1. Product: [CH3:1][N:2]1[CH2:3][C@@H:4]2[C@@H:5]([NH:7][CH2:8][CH2:9]2)[CH2:6]1. The catalyst class is: 63. (4) Reactant: [OH:1][C:2]1[CH:7]=[CH:6][CH:5]=[CH:4][C:3]=1[C:8]1[O:9][C:10]2[CH:18]=[CH:17][CH:16]=[CH:15][C:11]=2[C:12](=O)[N:13]=1.[NH:19]([C:21]1[CH:29]=[CH:28][CH:27]=[CH:26][C:22]=1[C:23]([OH:25])=[O:24])[NH2:20]. Product: [OH:1][C:2]1[CH:7]=[CH:6][CH:5]=[CH:4][C:3]=1[C:8]1[N:13]=[C:12]([C:11]2[CH:15]=[CH:16][CH:17]=[CH:18][C:10]=2[OH:9])[N:19]([C:21]2[CH:29]=[CH:28][CH:27]=[CH:26][C:22]=2[C:23]([OH:25])=[O:24])[N:20]=1. The catalyst class is: 8. (5) Reactant: [CH2:1]([NH2:8])[CH2:2][CH2:3][CH2:4][CH2:5][CH2:6][CH3:7].[CH3:9][O:10][C:11]1[CH:16]=[CH:15][CH:14]=[CH:13][C:12]=1[CH2:17][C:18](O)=[O:19].F[B-](F)(F)F.N1(OC(N(C)C)=[N+](C)C)C2C=CC=CC=2N=N1.C(N(C(C)C)C(C)C)C. Product: [CH2:1]([NH:8][C:18](=[O:19])[CH2:17][C:12]1[CH:13]=[CH:14][CH:15]=[CH:16][C:11]=1[O:10][CH3:9])[CH2:2][CH2:3][CH2:4][CH2:5][CH2:6][CH3:7]. The catalyst class is: 31. (6) Reactant: [CH2:1]([O:3][C:4](=[O:13])[C:5]1[CH:10]=[CH:9][CH:8]=[C:7]([CH3:11])[C:6]=1I)[CH3:2].[CH3:14][C:15]([CH3:26])=[CH:16]B1OC(C)(C)C(C)(C)O1. Product: [CH2:1]([O:3][C:4](=[O:13])[C:5]1[CH:10]=[CH:9][CH:8]=[C:7]([CH3:11])[C:6]=1[CH:14]=[C:15]([CH3:26])[CH3:16])[CH3:2]. The catalyst class is: 634. (7) Reactant: C([O:3][CH:4](OCC)[CH2:5][CH2:6][NH:7][C:8]([C:10]1[CH:14]=[C:13]([C:15]2[CH:20]=[C:19]([O:21][C:22]3[CH:27]=[CH:26][C:25]([F:28])=[C:24]([NH:29][C:30]([C:32]4[O:33][CH:34]=[CH:35][C:36]=4[CH3:37])=[O:31])[CH:23]=3)[CH:18]=[CH:17][N:16]=2)[NH:12][CH:11]=1)=[O:9])C.Cl.O.[OH-].[Na+]. Product: [F:28][C:25]1[CH:26]=[CH:27][C:22]([O:21][C:19]2[CH:18]=[CH:17][N:16]=[C:15]([C:13]3[NH:12][CH:11]=[C:10]([C:8]([NH:7][CH2:6][CH2:5][CH:4]=[O:3])=[O:9])[CH:14]=3)[CH:20]=2)=[CH:23][C:24]=1[NH:29][C:30]([C:32]1[O:33][CH:34]=[CH:35][C:36]=1[CH3:37])=[O:31]. The catalyst class is: 7.